This data is from Full USPTO retrosynthesis dataset with 1.9M reactions from patents (1976-2016). The task is: Predict the reactants needed to synthesize the given product. (1) Given the product [CH2:31]([O:30][C:28](=[O:29])[CH2:27][O:17][C:12]1[C:11]2[CH:10]=[C:9]([CH3:18])[N:8]([CH2:7][C:2]3[CH:3]=[CH:4][CH:5]=[CH:6][C:1]=3[C:19]3[CH:24]=[CH:23][CH:22]=[CH:21][CH:20]=3)[C:16]=2[CH:15]=[CH:14][N:13]=1)[CH3:32], predict the reactants needed to synthesize it. The reactants are: [C:1]1([C:19]2[CH:24]=[CH:23][CH:22]=[CH:21][CH:20]=2)[CH:6]=[CH:5][CH:4]=[CH:3][C:2]=1[CH2:7][N:8]1[C:16]2[CH:15]=[CH:14][N:13]=[C:12]([OH:17])[C:11]=2[CH:10]=[C:9]1[CH3:18].[N+](=[CH:27][C:28]([O:30][CH2:31][CH3:32])=[O:29])=[N-]. (2) Given the product [C:29]([N:13]1[CH2:14][CH2:15][N:10]([C:8]2[S:9][C:5]([C:3]([NH:2][CH3:1])=[O:4])=[C:6]([C:16]3[CH:21]=[CH:20][C:19]([O:22][C:23]4[CH:28]=[CH:27][CH:26]=[CH:25][CH:24]=4)=[CH:18][CH:17]=3)[N:7]=2)[CH2:11][CH2:12]1)(=[O:32])[CH:30]=[CH2:31], predict the reactants needed to synthesize it. The reactants are: [CH3:1][NH:2][C:3]([C:5]1[S:9][C:8]([N:10]2[CH2:15][CH2:14][NH:13][CH2:12][CH2:11]2)=[N:7][C:6]=1[C:16]1[CH:21]=[CH:20][C:19]([O:22][C:23]2[CH:28]=[CH:27][CH:26]=[CH:25][CH:24]=2)=[CH:18][CH:17]=1)=[O:4].[C:29](Cl)(=[O:32])[CH:30]=[CH2:31].